From a dataset of Forward reaction prediction with 1.9M reactions from USPTO patents (1976-2016). Predict the product of the given reaction. (1) The product is: [CH3:8][C:9]1[C:18]2[CH:17]=[N:16][C:15]([NH:19][C@H:20]3[CH2:25][CH2:24][CH2:23][CH2:22][C@H:21]3[NH2:26])=[N:14][C:13]=2[C:12]([C:27]2[C:35]3[C:30](=[CH:31][C:32]([C:36]([F:39])([F:37])[F:38])=[CH:33][CH:34]=3)[NH:29][CH:28]=2)=[CH:11][N:10]=1. Given the reactants FC(F)(F)C(O)=O.[CH3:8][C:9]1[C:18]2[CH:17]=[N:16][C:15]([NH:19][C@H:20]3[CH2:25][CH2:24][CH2:23][CH2:22][C@H:21]3[NH2:26])=[N:14][C:13]=2[C:12]([C:27]2[C:35]3[C:30](=[CH:31][C:32]([C:36]([F:39])([F:38])[F:37])=[CH:33][CH:34]=3)[N:29](S(C3C=CC(C)=CC=3)(=O)=O)[CH:28]=2)=[CH:11][N:10]=1.[OH-].[Na+], predict the reaction product. (2) Given the reactants [CH3:1][CH:2]1[C:10]2[C:5](=[CH:6][N:7]=[C:8]([CH2:11][OH:12])[CH:9]=2)[O:4][CH2:3]1.[CH3:13][C:14](OC(C)=O)=[O:15], predict the reaction product. The product is: [C:14]([O:12][CH2:11][C:8]1[CH:9]=[C:10]2[CH:2]([CH3:1])[CH2:3][O:4][C:5]2=[CH:6][N:7]=1)(=[O:15])[CH3:13]. (3) Given the reactants [NH2:1][C:2]1[N:3]=[C:4]([CH3:21])[C:5]2[CH:11]=[C:10](Br)[C:9](=[O:13])[N:8]([C@H:14]3[CH2:19][CH2:18][C@H:17]([OH:20])[CH2:16][CH2:15]3)[C:6]=2[N:7]=1.C(=O)([O-])[O-].[K+].[K+].[CH3:28][O:29][C:30]1[CH:35]=[CH:34][C:33](B(O)O)=[CH:32][N:31]=1, predict the reaction product. The product is: [NH2:1][C:2]1[N:3]=[C:4]([CH3:21])[C:5]2[CH:11]=[C:10]([C:33]3[CH:32]=[N:31][C:30]([O:29][CH3:28])=[CH:35][CH:34]=3)[C:9](=[O:13])[N:8]([C@H:14]3[CH2:19][CH2:18][C@H:17]([OH:20])[CH2:16][CH2:15]3)[C:6]=2[N:7]=1. (4) Given the reactants O1C2C=CC=CC=2N=C1N[C@H]1CCC[C@@H]1NC(=O)C1C=CC=CC=1N1N=CC=N1.Cl.[NH2:31][C@H:32]1[CH2:36][CH2:35][CH2:34][C@@H:33]1[NH:37][C:38](=[O:50])[C:39]1[CH:44]=[CH:43][CH:42]=[CH:41][C:40]=1[N:45]1[N:49]=[CH:48][CH:47]=[N:46]1.Cl[C:52]1[S:53][C:54]2[CH:60]=[C:59]([Cl:61])[CH:58]=[CH:57][C:55]=2[N:56]=1, predict the reaction product. The product is: [Cl:61][C:59]1[CH:58]=[CH:57][C:55]2[N:56]=[C:52]([NH:31][C@H:32]3[CH2:36][CH2:35][CH2:34][C@@H:33]3[NH:37][C:38](=[O:50])[C:39]3[CH:44]=[CH:43][CH:42]=[CH:41][C:40]=3[N:45]3[N:46]=[CH:47][CH:48]=[N:49]3)[S:53][C:54]=2[CH:60]=1. (5) Given the reactants [O:1]=[C:2]1[N:6]([C:7]2[N:12]=[CH:11][C:10]([CH:13]=[O:14])=[CH:9][CH:8]=2)[CH2:5][CH2:4][O:3]1.[BH4-].[Na+], predict the reaction product. The product is: [OH:14][CH2:13][C:10]1[CH:9]=[CH:8][C:7]([N:6]2[CH2:5][CH2:4][O:3][C:2]2=[O:1])=[N:12][CH:11]=1. (6) Given the reactants Br[C:2]1[C:3]2[C:4]3[CH:19]=[CH:18][S:17][C:5]=3[C:6](=[O:16])[NH:7][C:8]=2[C:9]([F:15])=[C:10]([F:14])[C:11]=1[O:12][CH3:13].[CH3:20][N:21]([CH3:33])[CH:22]([C:24]1[CH:29]=[CH:28][C:27](B(O)O)=[CH:26][CH:25]=1)[CH3:23], predict the reaction product. The product is: [CH3:33][N:21]([CH3:20])[CH:22]([C:24]1[CH:29]=[CH:28][C:27]([C:2]2[C:3]3[C:4]4[CH:19]=[CH:18][S:17][C:5]=4[C:6](=[O:16])[NH:7][C:8]=3[C:9]([F:15])=[C:10]([F:14])[C:11]=2[O:12][CH3:13])=[CH:26][CH:25]=1)[CH3:23].